From a dataset of Catalyst prediction with 721,799 reactions and 888 catalyst types from USPTO. Predict which catalyst facilitates the given reaction. (1) Reactant: [CH3:1][C:2]1([CH3:14])[CH:6]2[CH2:7][CH2:8][CH:3]1[CH:4]1[C:12](=[O:13])[O:11][C:9](=[O:10])[CH:5]12.[Cl:15][C:16]1[CH:22]=[CH:21][C:19]([NH2:20])=[CH:18][CH:17]=1. Product: [Cl:15][C:16]1[CH:22]=[CH:21][C:19]([NH:20][C:9]([C@@H:5]2[C@H:6]3[C:2]([CH3:1])([CH3:14])[C@H:3]([CH2:8][CH2:7]3)[C@@H:4]2[C:12]([OH:11])=[O:13])=[O:10])=[CH:18][CH:17]=1. The catalyst class is: 22. (2) Reactant: Cl.C([N:9]([CH2:31][C@H:32]([OH:42])[C:33]1[CH:38]=[CH:37][C:36]([OH:39])=[C:35]([CH2:40][OH:41])[CH:34]=1)[CH2:10][CH2:11][CH2:12][CH2:13][CH2:14][CH2:15][O:16][CH2:17][CH2:18][CH2:19][CH2:20][C:21]1[CH:22]=[C:23]([S:27]([NH2:30])(=[O:29])=[O:28])[CH:24]=[CH:25][CH:26]=1)C1C=CC=CC=1.C(N(C[C@@H](C1C=CC2OC(C)(C)OCC=2C=1)O)CCCCCCOCCCCC1C=C(S(N)(=O)=O)C=CC=1)C1C=CC=CC=1. Product: [OH:42][C@H:32]([C:33]1[CH:38]=[CH:37][C:36]([OH:39])=[C:35]([CH2:40][OH:41])[CH:34]=1)[CH2:31][NH:9][CH2:10][CH2:11][CH2:12][CH2:13][CH2:14][CH2:15][O:16][CH2:17][CH2:18][CH2:19][CH2:20][C:21]1[CH:22]=[C:23]([S:27]([NH2:30])(=[O:29])=[O:28])[CH:24]=[CH:25][CH:26]=1. The catalyst class is: 8. (3) Reactant: [OH:1][C@H:2]1[CH2:6][CH2:5][NH:4][CH2:3]1.Cl[C:8]1[CH:17]=[CH:16][C:15]2[C:14]([C:18]([NH:20][CH2:21][C@:22]3([OH:29])[CH2:27][CH2:26][CH2:25][C@H:24]([CH3:28])[CH2:23]3)=[O:19])=[C:13]([Cl:30])[CH:12]=[CH:11][C:10]=2[N:9]=1.C(N(C(C)C)CC)(C)C. Product: [Cl:30][C:13]1[CH:12]=[CH:11][C:10]2[N:9]=[C:8]([N:4]3[CH2:5][CH2:6][C@H:2]([OH:1])[CH2:3]3)[CH:17]=[CH:16][C:15]=2[C:14]=1[C:18]([NH:20][CH2:21][C@:22]1([OH:29])[CH2:27][CH2:26][CH2:25][C@H:24]([CH3:28])[CH2:23]1)=[O:19]. The catalyst class is: 10.